From a dataset of Forward reaction prediction with 1.9M reactions from USPTO patents (1976-2016). Predict the product of the given reaction. (1) Given the reactants [OH:1][C:2]([CH3:33])([CH3:32])[CH2:3][N:4]1[CH:8]=[CH:7][C:6]([NH:9][C:10](=[O:31])[C@@H:11]([N:16]2[CH2:20][C:19]([O:21][C:22]3[CH:27]=[CH:26][CH:25]=[C:24]([OH:28])[C:23]=3[NH2:29])=[CH:18][C:17]2=[O:30])[CH2:12][CH:13]([CH3:15])[CH3:14])=[N:5]1.O.[OH-].[Li+].Cl.O[C@@H:39](CO)CN1C=CC(NC(=O)[C@@H](N2CC(OC3C=CC=C(Cl)C=3Cl)=CC2=O)CC(C)C)=N1.C(N(CC)C(C)C)(C)C.F[P-](F)(F)(F)(F)F.N1(O[P+](N(C)C)(N(C)C)N(C)C)C2C=CC=CC=2N=N1, predict the reaction product. The product is: [OH:1][C:2]([CH3:33])([CH3:32])[CH2:3][N:4]1[CH:8]=[CH:7][C:6]([NH:9][C:10](=[O:31])[C@@H:11]([N:16]2[CH2:20][C:19]([O:21][C:22]3[C:23]4[N:29]=[CH:39][O:28][C:24]=4[CH:25]=[CH:26][CH:27]=3)=[CH:18][C:17]2=[O:30])[CH2:12][CH:13]([CH3:15])[CH3:14])=[N:5]1. (2) Given the reactants [F:1][C:2]1[CH:53]=[CH:52][CH:51]=[C:50]([F:54])[C:3]=1[C:4]([NH:6][C:7]1[CH:12]=[CH:11][CH:10]=[C:9]([C:13]2[N:14]=[C:15]([NH:41][CH2:42][CH2:43][N:44]3[CH2:49][CH2:48][O:47][CH2:46][CH2:45]3)[S:16][C:17]=2[C:18]2[CH:23]=[CH:22][N:21]=[C:20]([NH:24][C:25]3[CH:34]=[C:33]4[C:28]([CH2:29][CH2:30][N:31](C(=O)C(F)(F)F)[CH2:32]4)=[CH:27][CH:26]=3)[N:19]=2)[CH:8]=1)=[O:5].C1COCC1.[Li+].[OH-], predict the reaction product. The product is: [F:1][C:2]1[CH:53]=[CH:52][CH:51]=[C:50]([F:54])[C:3]=1[C:4]([NH:6][C:7]1[CH:12]=[CH:11][CH:10]=[C:9]([C:13]2[N:14]=[C:15]([NH:41][CH2:42][CH2:43][N:44]3[CH2:49][CH2:48][O:47][CH2:46][CH2:45]3)[S:16][C:17]=2[C:18]2[CH:23]=[CH:22][N:21]=[C:20]([NH:24][C:25]3[CH:34]=[C:33]4[C:28]([CH2:29][CH2:30][NH:31][CH2:32]4)=[CH:27][CH:26]=3)[N:19]=2)[CH:8]=1)=[O:5]. (3) Given the reactants C(O[C:4]([C:6]1[CH:11]=[C:10]([Cl:12])[CH:9]=[C:8]([CH3:13])[N:7]=1)=[O:5])C.[NH2:14][C:15]1[CH:20]=[CH:19][N:18]=[C:17]([CH3:21])[CH:16]=1, predict the reaction product. The product is: [CH3:21][C:17]1[CH:16]=[C:15]([NH:14][C:4]([C:6]2[CH:11]=[C:10]([Cl:12])[CH:9]=[C:8]([CH3:13])[N:7]=2)=[O:5])[CH:20]=[CH:19][N:18]=1. (4) Given the reactants Br[CH2:2][C:3]([NH:5][C:6]1[S:7][C:8]([C:16]([CH:18]2[CH2:23][CH2:22][O:21][CH2:20][CH2:19]2)=[O:17])=[C:9]([C:11]2[O:12][CH:13]=[CH:14][CH:15]=2)[N:10]=1)=[O:4].O1CCCCC1[O:30][C@@H:31]1[CH2:39][N:34]2[CH2:35][CH2:36][NH:37][CH2:38][C@@H:33]2[CH2:32]1, predict the reaction product. The product is: [O:12]1[CH:13]=[CH:14][CH:15]=[C:11]1[C:9]1[N:10]=[C:6]([NH:5][C:3](=[O:4])[CH2:2][N:37]2[CH2:36][CH2:35][N:34]3[CH2:39][C@@H:31]([OH:30])[CH2:32][C@H:33]3[CH2:38]2)[S:7][C:8]=1[C:16]([CH:18]1[CH2:23][CH2:22][O:21][CH2:20][CH2:19]1)=[O:17].